From a dataset of Reaction yield outcomes from USPTO patents with 853,638 reactions. Predict the reaction yield, written as a fraction of the theoretical maximum amount of product (1.0 means a 100% yield; for example, 0.34 means a 34% yield). (1) The reactants are [Cl:1][C:2]1[C:3]([N:8]2[CH:12]=[CH:11][C:10]([C:13]([F:16])([F:15])[F:14])=[N:9]2)=[N:4][CH:5]=[CH:6][CH:7]=1.C([Mg][Cl:21])(C)C.[O:22]1[CH2:26]CCC1. No catalyst specified. The product is [Cl:1][C:2]1[C:3]([N:8]2[C:12]([C:26]([Cl:21])=[O:22])=[CH:11][C:10]([C:13]([F:16])([F:14])[F:15])=[N:9]2)=[N:4][CH:5]=[CH:6][CH:7]=1. The yield is 0.846. (2) The reactants are [CH:1](=O)[CH2:2][CH2:3][CH2:4]C.[C:7]([O:13][CH2:14][CH3:15])(=[O:12])[CH2:8][C:9]([O-])=O. The catalyst is CN(C)C1C=CN=CC=1.CN(C=O)C. The product is [C:7]([O:13][CH2:14][CH3:15])(=[O:12])[CH:8]=[CH:9][CH2:1][CH2:2][CH2:3][CH3:4]. The yield is 0.910. (3) The reactants are [CH:1]([C:4]1[C:5]2[C:9]([CH:10]=[CH:11][CH:12]=1)=[N:8][N:7]1[C:13]([CH:18]3[CH2:23][CH2:22][N:21](C(OC(C)(C)C)=O)[CH2:20][CH2:19]3)=[CH:14][C:15](=[O:17])[NH:16][C:6]=21)([CH3:3])[CH3:2].[ClH:31]. The catalyst is O1CCOCC1. The product is [ClH:31].[CH:1]([C:4]1[C:5]2[C:9]([CH:10]=[CH:11][CH:12]=1)=[N:8][N:7]1[C:13]([CH:18]3[CH2:23][CH2:22][NH:21][CH2:20][CH2:19]3)=[CH:14][C:15](=[O:17])[NH:16][C:6]=21)([CH3:3])[CH3:2]. The yield is 0.970.